This data is from Full USPTO retrosynthesis dataset with 1.9M reactions from patents (1976-2016). The task is: Predict the reactants needed to synthesize the given product. (1) Given the product [F:17][C:14]1[CH:15]=[CH:16][C:11]([C:9]2[N:10]=[C:5]3[CH:4]=[CH:3][C:2]([N:18]4[CH2:23][CH2:22][O:21][CH2:20][CH2:19]4)=[CH:7][N:6]3[CH:8]=2)=[CH:12][CH:13]=1, predict the reactants needed to synthesize it. The reactants are: Br[C:2]1[CH:3]=[CH:4][C:5]2[N:6]([CH:8]=[C:9]([C:11]3[CH:16]=[CH:15][C:14]([F:17])=[CH:13][CH:12]=3)[N:10]=2)[CH:7]=1.[NH:18]1[CH2:23][CH2:22][O:21][CH2:20][CH2:19]1.CC(C)([O-])C.[Na+].C1C=CC(P(C2C(C3C(P(C4C=CC=CC=4)C4C=CC=CC=4)=CC=C4C=3C=CC=C4)=C3C(C=CC=C3)=CC=2)C2C=CC=CC=2)=CC=1. (2) Given the product [C:17]([NH:16][S:13]([C:11]1[S:12][C:8]([C:5]2[N:4]=[C:3]([NH:21][C:22]3[CH:26]=[C:25]([CH:27]4[CH2:29][CH2:28]4)[NH:24][N:23]=3)[C:2](/[CH:30]=[CH:31]\[CH3:32])=[CH:7][N:6]=2)=[CH:9][CH:10]=1)(=[O:15])=[O:14])([CH3:20])([CH3:19])[CH3:18], predict the reactants needed to synthesize it. The reactants are: Br[C:2]1[C:3]([NH:21][C:22]2[CH:26]=[C:25]([CH:27]3[CH2:29][CH2:28]3)[NH:24][N:23]=2)=[N:4][C:5]([C:8]2[S:12][C:11]([S:13]([NH:16][C:17]([CH3:20])([CH3:19])[CH3:18])(=[O:15])=[O:14])=[CH:10][CH:9]=2)=[N:6][CH:7]=1.[CH2:30]([Sn](CCCC)(CCCC)/C=C\C)[CH2:31][CH2:32]C. (3) Given the product [ClH:64].[C:1]([N:4]1[C:13]2[C:8](=[CH:9][C:10]([C:14]3[CH:27]=[CH:26][C:17]([C:18]([NH:20][CH2:21][CH2:22][N:23]([CH3:24])[CH3:25])=[O:19])=[CH:16][CH:15]=3)=[CH:11][CH:12]=2)[C@H:7]([NH:28][C:63]2[N:66]=[CH:40][CH:39]=[CH:38][N:37]=2)[CH2:6][C@@H:5]1[CH3:29])(=[O:3])[CH3:2], predict the reactants needed to synthesize it. The reactants are: [C:1]([N:4]1[C:13]2[C:8](=[CH:9][C:10]([C:14]3[CH:27]=[CH:26][C:17]([C:18]([NH:20][CH2:21][CH2:22][N:23]([CH3:25])[CH3:24])=[O:19])=[CH:16][CH:15]=3)=[CH:11][CH:12]=2)[C@H:7]([NH2:28])[CH2:6][C@@H:5]1[CH3:29])(=[O:3])[CH3:2].CC(C)([O-])C.[Na+].C[N:37]([CH3:63])[C:38]1C=CC=[CH:40][C:39]=1C1C=CC=CC=1P(C1CCCCC1)C1CCCCC1.[Cl:64]C1C=NC=C[N:66]=1.Cl. (4) The reactants are: FC(F)(F)C(O)=O.[CH3:8][N:9]([CH3:23])[CH2:10][CH2:11][O:12][CH2:13][CH2:14][NH:15]C(=O)OC(C)(C)C. Given the product [CH3:8][N:9]([CH3:23])[CH2:10][CH2:11][O:12][CH2:13][CH2:14][NH2:15], predict the reactants needed to synthesize it. (5) Given the product [CH:1]1([CH2:4][S:5]([CH:8]2[CH2:9][CH2:10][C:11]([CH2:18][NH:19][C:20]([C:22]3[CH:27]=[N:26][C:25]([C:37]#[N:38])([CH3:34])[NH:24][C:23]=3[CH3:33])=[O:21])([CH2:14][CH:15]3[CH2:17][CH2:16]3)[CH2:12][CH2:13]2)(=[O:7])=[O:6])[CH2:3][CH2:2]1, predict the reactants needed to synthesize it. The reactants are: [CH:1]1([CH2:4][S:5]([CH:8]2[CH2:13][CH2:12][C:11]([CH2:18][NH:19][C:20]([C:22]3[C:23]([CH3:33])=[N:24][C:25](S(C)(=O)=O)=[N:26][C:27]=3C)=[O:21])([CH2:14][CH:15]3[CH2:17][CH2:16]3)[CH2:10][CH2:9]2)(=[O:7])=[O:6])[CH2:3][CH2:2]1.[C-:34]#N.[Na+].[CH3:37][N:38](C=O)C. (6) Given the product [CH2:30]([O:29][C:27]([C:26]1[CH:25]=[CH:24][C:23]([NH:22][S:2]([C:5]2[CH:14]=[CH:13][C:12]3[NH:11][C:10](=[O:15])[C:9]4[NH:16][CH:17]=[CH:18][C:8]=4[C:7]=3[CH:6]=2)(=[O:3])=[O:4])=[CH:33][CH:32]=1)=[O:28])[CH3:31].[CH2:18]([C:19]([O-:21])=[O:20])[CH3:17], predict the reactants needed to synthesize it. The reactants are: Cl[S:2]([C:5]1[CH:14]=[CH:13][C:12]2[NH:11][C:10](=[O:15])[C:9]3[NH:16][CH:17]=[C:18]([C:19]([OH:21])=[O:20])[C:8]=3[C:7]=2[CH:6]=1)(=[O:4])=[O:3].[NH2:22][C:23]1[CH:33]=[CH:32][C:26]([C:27]([O:29][CH2:30][CH3:31])=[O:28])=[CH:25][CH:24]=1. (7) Given the product [C:1]1([S:7]([N:10]2[C:14]3=[N:15][CH:16]=[C:17]([N+:20]([O-:22])=[O:21])[C:18]([NH:23][CH:24]4[CH2:29][CH2:28][N:27]([CH2:30][CH2:31][C:32]#[N:33])[CH2:26][CH2:25]4)=[C:13]3[CH:12]=[CH:11]2)(=[O:9])=[O:8])[CH:6]=[CH:5][CH:4]=[CH:3][CH:2]=1, predict the reactants needed to synthesize it. The reactants are: [C:1]1([S:7]([N:10]2[C:14]3=[N:15][CH:16]=[C:17]([N+:20]([O-:22])=[O:21])[C:18](Cl)=[C:13]3[CH:12]=[CH:11]2)(=[O:9])=[O:8])[CH:6]=[CH:5][CH:4]=[CH:3][CH:2]=1.[NH2:23][CH:24]1[CH2:29][CH2:28][N:27]([CH2:30][CH2:31][C:32]#[N:33])[CH2:26][CH2:25]1.C(N(C(C)C)CC)(C)C. (8) Given the product [C:17]([NH:1][C:2]1[CH:15]=[CH:14][C:13]2[C:4](=[C:5]([NH2:16])[C:6]3[C:11]([N:12]=2)=[CH:10][CH:9]=[CH:8][CH:7]=3)[CH:3]=1)(=[O:19])[CH3:18], predict the reactants needed to synthesize it. The reactants are: [NH2:1][C:2]1[CH:15]=[CH:14][C:13]2[C:4](=[C:5]([NH2:16])[C:6]3[C:11]([N:12]=2)=[CH:10][CH:9]=[CH:8][CH:7]=3)[CH:3]=1.[C:17](OC(=O)C)(=[O:19])[CH3:18].